This data is from Full USPTO retrosynthesis dataset with 1.9M reactions from patents (1976-2016). The task is: Predict the reactants needed to synthesize the given product. (1) Given the product [Cl:12][C:7]1[CH:6]=[C:5]2[C:10]([N:11]=[C:2]([C:24]3[CH2:29][CH2:28][N:27]([C:30]([O:32][C:33]([CH3:36])([CH3:35])[CH3:34])=[O:31])[CH2:26][CH:25]=3)[C:3]3[N:4]2[CH:13]=[N:14][N:15]=3)=[CH:9][CH:8]=1, predict the reactants needed to synthesize it. The reactants are: Cl[C:2]1[C:3]2[N:4]([CH:13]=[N:14][N:15]=2)[C:5]2[C:10]([N:11]=1)=[CH:9][CH:8]=[C:7]([Cl:12])[CH:6]=2.CC1(C)C(C)(C)OB([C:24]2[CH2:29][CH2:28][N:27]([C:30]([O:32][C:33]([CH3:36])([CH3:35])[CH3:34])=[O:31])[CH2:26][CH:25]=2)O1.C([O-])([O-])=O.[K+].[K+].O1CCOCC1. (2) Given the product [CH3:20][N:21]1[CH:16]([C:15]2[CH:8]=[CH:9][C:10]([C:11]#[N:12])=[CH:13][C:14]=2[C:44]2[O:48][CH:47]=[N:46][CH:45]=2)[C:17]2[C:36](=[O:37])[NH:35][CH2:34][CH2:33][C:18]=2[N:19]([C:23]2[CH:28]=[CH:27][CH:26]=[C:25]([C:29]([F:31])([F:30])[F:32])[CH:24]=2)[C:1]1=[O:4], predict the reactants needed to synthesize it. The reactants are: [C:1](=[O:4])([O-])[O-].[Cs+].[Cs+].Br[C:8]1[CH:9]=[C:10]([CH:13]=[CH:14][C:15]=1[CH:16]1[NH:21][C:20](=O)[N:19]([C:23]2[CH:28]=[CH:27][CH:26]=[C:25]([C:29]([F:32])([F:31])[F:30])[CH:24]=2)[C:18]2[CH2:33][CH2:34][NH:35][C:36](=[O:37])[C:17]1=2)[C:11]#[N:12].CC1(C)OB([C:44]2[O:48][C:47]([Si](C(C)C)(C(C)C)C(C)C)=[N:46][CH:45]=2)OC1(C)C.FC(F)(F)C(O)=O. (3) Given the product [NH2:28][C:21]1[C:18]2=[N:19][CH:20]=[C:15]([CH:13]3[CH2:12][N:11]([C:9]([O:8][CH2:1][C:2]4[CH:3]=[CH:4][CH:5]=[CH:6][CH:7]=4)=[O:10])[CH2:14]3)[CH:16]=[C:17]2[S:23][C:22]=1[C:24]([O:26][CH3:27])=[O:25], predict the reactants needed to synthesize it. The reactants are: [CH2:1]([O:8][C:9]([N:11]1[CH2:14][CH:13]([C:15]2[CH:16]=[C:17]3[S:23][C:22]([C:24]([O:26][CH3:27])=[O:25])=[C:21]([NH:28]C(OC(C)(C)C)=O)[C:18]3=[N:19][CH:20]=2)[CH2:12]1)=[O:10])[C:2]1[CH:7]=[CH:6][CH:5]=[CH:4][CH:3]=1.C(Cl)Cl.C(O)(C(F)(F)F)=O. (4) The reactants are: [F:1][C:2]1[CH:10]=[CH:9][CH:8]=[C:7]2[C:3]=1[CH:4]=[C:5]([C:11]([NH2:13])=O)[NH:6]2.[H-].[H-].[H-].[H-].[Li+].[Al+3].[O-]S([O-])(=O)=O.[Na+].[Na+]. Given the product [F:1][C:2]1[CH:10]=[CH:9][CH:8]=[C:7]2[C:3]=1[CH:4]=[C:5]([CH2:11][NH2:13])[NH:6]2, predict the reactants needed to synthesize it. (5) The reactants are: [CH2:1]([O:3][C:4](=[O:21])[CH2:5][CH:6]([NH:10][C:11]1[CH:16]=[C:15]([CH3:17])[CH:14]=[CH:13][C:12]=1[N+:18]([O-])=O)[CH2:7][CH2:8][CH3:9])[CH3:2]. Given the product [CH2:1]([O:3][C:4](=[O:21])[CH2:5][CH:6]([NH:10][C:11]1[CH:16]=[C:15]([CH3:17])[CH:14]=[CH:13][C:12]=1[NH2:18])[CH2:7][CH2:8][CH3:9])[CH3:2], predict the reactants needed to synthesize it. (6) Given the product [CH3:23][C:17]1[CH:18]=[C:19]([CH3:22])[CH:20]=[CH:21][C:16]=1[N:13]1[CH2:14][CH2:15][N:10]([C:8]([C:5]2[CH:6]=[CH:7][C:2]([N:24]3[CH2:27][CH2:26][C:25]3=[O:28])=[CH:3][CH:4]=2)=[O:9])[CH2:11][CH2:12]1, predict the reactants needed to synthesize it. The reactants are: Br[C:2]1[CH:7]=[CH:6][C:5]([C:8]([N:10]2[CH2:15][CH2:14][N:13]([C:16]3[CH:21]=[CH:20][C:19]([CH3:22])=[CH:18][C:17]=3[CH3:23])[CH2:12][CH2:11]2)=[O:9])=[CH:4][CH:3]=1.[NH:24]1[CH2:27][CH2:26][C:25]1=[O:28].